Dataset: Full USPTO retrosynthesis dataset with 1.9M reactions from patents (1976-2016). Task: Predict the reactants needed to synthesize the given product. (1) Given the product [CH3:1][S:2]([C:5]1[CH:6]=[C:7]([NH:11][C:12]([C:14]2[CH:15]=[N:16][N:17]3[C:22]([O:32][CH3:31])=[CH:21][C:20]([C:24]4[CH:29]=[CH:28][C:27]([Cl:30])=[CH:26][CH:25]=4)=[N:19][C:18]=23)=[O:13])[CH:8]=[CH:9][CH:10]=1)(=[O:4])=[O:3], predict the reactants needed to synthesize it. The reactants are: [CH3:1][S:2]([C:5]1[CH:6]=[C:7]([NH:11][C:12]([C:14]2[CH:15]=[N:16][N:17]3[C:22](Cl)=[CH:21][C:20]([C:24]4[CH:29]=[CH:28][C:27]([Cl:30])=[CH:26][CH:25]=4)=[N:19][C:18]=23)=[O:13])[CH:8]=[CH:9][CH:10]=1)(=[O:4])=[O:3].[CH3:31][O-:32].[Na+]. (2) Given the product [Br:8][C:6]1[N:7]=[C:2]([NH:24][CH2:23][CH2:22][CH:19]2[CH2:20][CH2:21][O:16][CH2:17][CH2:18]2)[C:3]([NH:9][CH2:10][C:11]([O:13][CH2:14][CH3:15])=[O:12])=[N:4][CH:5]=1, predict the reactants needed to synthesize it. The reactants are: Br[C:2]1[C:3]([NH:9][CH2:10][C:11]([O:13][CH2:14][CH3:15])=[O:12])=[N:4][CH:5]=[C:6]([Br:8])[N:7]=1.[O:16]1[CH2:21][CH2:20][CH:19]([CH2:22][CH2:23][NH2:24])[CH2:18][CH2:17]1. (3) Given the product [F:14][C:15]1[CH:23]=[CH:22][C:18]([CH2:19][CH:2]2[C:9]3[CH:8]=[C:7]([C:10]([O:12][CH3:13])=[O:11])[NH:6][C:5]=3[CH2:4][CH2:3]2)=[C:17]([CH3:24])[CH:16]=1, predict the reactants needed to synthesize it. The reactants are: O=[C:2]1[C:9]2[CH:8]=[C:7]([C:10]([O:12][CH3:13])=[O:11])[NH:6][C:5]=2[CH2:4][CH2:3]1.[F:14][C:15]1[CH:23]=[CH:22][C:18]([CH2:19][Mg]Br)=[C:17]([CH3:24])[CH:16]=1. (4) Given the product [CH2:1]([C:15]1([OH:28])[C:14]2[C:19](=[CH:20][CH:21]=[C:12]([O:11][CH3:10])[CH:13]=2)[O:18][CH2:17][CH:16]1[NH:22][C:23](=[O:27])[O:24][CH2:25][CH3:26])[C:2]1[CH:7]=[CH:6][CH:5]=[CH:4][CH:3]=1, predict the reactants needed to synthesize it. The reactants are: [CH2:1]([Mg]Cl)[C:2]1[CH:7]=[CH:6][CH:5]=[CH:4][CH:3]=1.[CH3:10][O:11][C:12]1[CH:13]=[C:14]2[C:19](=[CH:20][CH:21]=1)[O:18][CH2:17][CH:16]([NH:22][C:23](=[O:27])[O:24][CH2:25][CH3:26])[C:15]2=[O:28]. (5) Given the product [Cl:8][C:4]1[CH:5]=[CH:6][CH:7]=[C:2]([Cl:1])[C:3]=1[N:9]1[C:13]([C:14]2[S:18][C:17]([NH:19][C:30](=[O:34])[CH2:31][CH2:32][CH3:33])=[N:16][CH:15]=2)=[CH:12][C:11]([CH:20]([F:21])[F:22])=[N:10]1, predict the reactants needed to synthesize it. The reactants are: [Cl:1][C:2]1[CH:7]=[CH:6][CH:5]=[C:4]([Cl:8])[C:3]=1[N:9]1[C:13]([C:14]2[S:18][C:17]([NH2:19])=[N:16][CH:15]=2)=[CH:12][C:11]([CH:20]([F:22])[F:21])=[N:10]1.CN1CCOCC1.[C:30](Cl)(=[O:34])[CH2:31][CH2:32][CH3:33]. (6) Given the product [CH3:32][O:33][C:34](=[O:44])[CH:35]([O:8][C:7]1[C:6]([Br:9])=[CH:5][C:4]([C:10]2[CH:11]=[CH:12][C:13]([C:16]3[N:17]=[C:18]([C:22]4[CH:27]=[CH:26][C:25]([C:28]([F:29])([F:31])[F:30])=[CH:24][CH:23]=4)[O:19][C:20]=3[CH3:21])=[CH:14][CH:15]=2)=[CH:3][C:2]=1[Br:1])[CH2:37][C:38]1[CH:39]=[CH:40][CH:41]=[CH:42][CH:43]=1, predict the reactants needed to synthesize it. The reactants are: [Br:1][C:2]1[CH:3]=[C:4]([C:10]2[CH:15]=[CH:14][C:13]([C:16]3[N:17]=[C:18]([C:22]4[CH:27]=[CH:26][C:25]([C:28]([F:31])([F:30])[F:29])=[CH:24][CH:23]=4)[O:19][C:20]=3[CH3:21])=[CH:12][CH:11]=2)[CH:5]=[C:6]([Br:9])[C:7]=1[OH:8].[CH3:32][O:33][C:34](=[O:44])[CH:35]([CH2:37][C:38]1[CH:43]=[CH:42][CH:41]=[CH:40][CH:39]=1)O. (7) Given the product [CH:1]1([C@H:5]([NH:7][C:8]2[N:16]=[C:15]([C:17]#[N:18])[N:14]=[C:13]3[C:9]=2[N:10]([CH2:19][C@H:20]2[CH2:21][CH2:22][C@H:23]([CH3:26])[CH2:24][CH2:25]2)[C:11]([C:49]2([C:53]4[CH:52]=[CH:57][CH:56]=[CH:55][CH:54]=4)[CH2:37][CH2:51][O:50]2)=[N:12]3)[CH3:6])[CH2:4][CH2:3][CH2:2]1, predict the reactants needed to synthesize it. The reactants are: [CH:1]1([C@H:5]([NH:7][C:8]2[N:16]=[C:15]([C:17]#[N:18])[N:14]=[C:13]3[C:9]=2[N:10]([CH2:19][C@H:20]2[CH2:25][CH2:24][C@H:23]([CH3:26])[CH2:22][CH2:21]2)[CH:11]=[N:12]3)[CH3:6])[CH2:4][CH2:3][CH2:2]1.C1([C@H](NC2N=C(C3NC(=O)ON=3)N=C3C=2N(C[C@H]2CC[C@H](C)CC2)[C:37]([CH:49]2[C:53]4[CH:54]=[CH:55][CH:56]=[CH:57][C:52]=4[CH2:51][O:50]2)=N3)C)CCC1.ClCCC(C1C=CC=CC=1)=O. (8) The reactants are: [Li+].[CH3:2]C([N-]C(C)C)C.CCCCCCC.C1COCC1.C(C1C=CC=CC=1)C.[CH3:29][C:30]1[CH:34]=[CH:33][S:32][C:31]=1[C:35]([OH:37])=[O:36].CI.Cl. Given the product [CH3:29][C:30]1[CH:34]=[C:33]([CH3:2])[S:32][C:31]=1[C:35]([OH:37])=[O:36], predict the reactants needed to synthesize it. (9) The reactants are: Cl[C:2]1[N:7]=[C:6]([C:8]([O:10][C:11]([CH3:14])([CH3:13])[CH3:12])=[O:9])[CH:5]=[N:4][CH:3]=1.[CH3:15][N:16]1[CH:20]=[CH:19][C:18](B2OC(C)(C)C(C)(C)O2)=[N:17]1.P([O-])([O-])([O-])=O.[K+].[K+].[K+].CN(C)C=O. Given the product [CH3:15][N:16]1[CH:20]=[CH:19][C:18]([C:2]2[N:7]=[C:6]([C:8]([O:10][C:11]([CH3:14])([CH3:13])[CH3:12])=[O:9])[CH:5]=[N:4][CH:3]=2)=[N:17]1, predict the reactants needed to synthesize it. (10) Given the product [CH3:1][O:2][C:3]([C:5]1[S:6][C:7]([C:24]2[CH:29]=[CH:28][CH:27]=[CH:26][CH:25]=2)=[CH:8][C:9]=1[NH:10][CH:11]([CH:18]1[CH2:23][CH2:22][CH2:21][CH2:20][CH2:19]1)[CH2:12][C:13]([OH:15])=[O:14])=[O:4], predict the reactants needed to synthesize it. The reactants are: [CH3:1][O:2][C:3]([C:5]1[S:6][C:7]([C:24]2[CH:29]=[CH:28][CH:27]=[CH:26][CH:25]=2)=[CH:8][C:9]=1[NH:10][CH:11]([CH:18]1[CH2:23][CH2:22][CH2:21][CH2:20][CH2:19]1)[CH2:12][C:13]([O:15]CC)=[O:14])=[O:4].O[Li].O.